Predict the reactants needed to synthesize the given product. From a dataset of Full USPTO retrosynthesis dataset with 1.9M reactions from patents (1976-2016). (1) The reactants are: [F:1][C:2]([F:11])([F:10])[C:3]1[O:7][N:6]=[C:5]([CH2:8][NH2:9])[CH:4]=1.[ClH:12]. Given the product [ClH:12].[F:11][C:2]([F:1])([F:10])[C:3]1[O:7][N:6]=[C:5]([CH2:8][NH2:9])[CH:4]=1, predict the reactants needed to synthesize it. (2) Given the product [C:1]1([C:7]2[CH:16]=[C:15]([Cl:22])[C:14]3[C:9](=[CH:10][C:11]([O:18][CH3:19])=[CH:12][CH:13]=3)[N:8]=2)[CH:6]=[CH:5][CH:4]=[CH:3][CH:2]=1, predict the reactants needed to synthesize it. The reactants are: [C:1]1([C:7]2[CH:16]=[C:15](O)[C:14]3[C:9](=[CH:10][C:11]([O:18][CH3:19])=[CH:12][CH:13]=3)[N:8]=2)[CH:6]=[CH:5][CH:4]=[CH:3][CH:2]=1.P(Cl)(Cl)([Cl:22])=O.